Dataset: Forward reaction prediction with 1.9M reactions from USPTO patents (1976-2016). Task: Predict the product of the given reaction. (1) The product is: [NH2:1][C:2]1[CH:3]=[CH:4][C:5]2[S:9][C:8]([CH:10]=[O:14])=[N:7][C:6]=2[CH:11]=1. Given the reactants [NH2:1][C:2]1[CH:3]=[CH:4][C:5]2[S:9][C:8]([CH3:10])=[N:7][C:6]=2[CH:11]=1.CC(C)=[O:14], predict the reaction product. (2) Given the reactants [CH:1]1([N:4]2[C:13]3[C:8](=[CH:9][C:10]([F:15])=[C:11]([F:14])[CH:12]=3)[C:7](=[O:16])[NH:6][C:5]2=[O:17])[CH2:3][CH2:2]1.[H-].[Na+].[N+:20](C1C=C([N+]([O-])=O)C=CC=1ON)([O-])=O, predict the reaction product. The product is: [NH2:20][N:6]1[C:7](=[O:16])[C:8]2[C:13](=[CH:12][C:11]([F:14])=[C:10]([F:15])[CH:9]=2)[N:4]([CH:1]2[CH2:3][CH2:2]2)[C:5]1=[O:17]. (3) Given the reactants [CH:1]1([C@@H:4]([OH:18])[CH2:5][O:6][C:7]2[CH:12]=[CH:11][C:10]([N+:13]([O-])=O)=[CH:9][C:8]=2[O:16][CH3:17])[CH2:3][CH2:2]1, predict the reaction product. The product is: [NH2:13][C:10]1[CH:11]=[CH:12][C:7]([O:6][CH2:5][C@@H:4]([CH:1]2[CH2:2][CH2:3]2)[OH:18])=[C:8]([O:16][CH3:17])[CH:9]=1. (4) The product is: [CH:1]1([N:6]2[C:14]3[CH:13]=[CH:12][N:11]=[C:10]([O:15][CH3:16])[C:9]=3[C:8]([C:17]3[CH:18]=[C:19]([C:22]([NH:25][CH2:26][CH2:27][OH:28])=[O:23])[S:20][CH:21]=3)=[N:7]2)[CH2:5][CH2:4][CH2:3][CH2:2]1. Given the reactants [CH:1]1([N:6]2[C:14]3[CH:13]=[CH:12][N:11]=[C:10]([O:15][CH3:16])[C:9]=3[C:8]([C:17]3[CH:18]=[C:19]([C:22](O)=[O:23])[S:20][CH:21]=3)=[N:7]2)[CH2:5][CH2:4][CH2:3][CH2:2]1.[NH2:25][CH2:26][CH2:27][OH:28].CCN=C=NCCCN(C)C.Cl.C1C=CC2N(O)N=NC=2C=1, predict the reaction product.